Dataset: Forward reaction prediction with 1.9M reactions from USPTO patents (1976-2016). Task: Predict the product of the given reaction. (1) The product is: [NH:33]1[C:28]2[CH:27]=[C:26]([N:23]3[C@@H:18]([C:15]4[CH:14]=[CH:13][C:12]([O:11][CH2:8][CH2:9][CH3:10])=[CH:17][CH:16]=4)[CH2:19][O:20][CH2:21][C:22]3=[O:24])[CH:31]=[CH:30][C:29]=2[N:32]=[CH:2]1. Given the reactants F[C:2](F)(F)C([O-])=O.[CH2:8]([O:11][C:12]1[CH:17]=[CH:16][C:15]([C@@H:18]2[NH:23][C:22](=[O:24])[CH2:21][O:20][CH2:19]2)=[CH:14][CH:13]=1)[CH2:9][CH3:10].I[C:26]1[CH:27]=[C:28]([NH2:33])[C:29]([NH2:32])=[CH:30][CH:31]=1.[F-].[Cs+].C1(N)CCCCC1N, predict the reaction product. (2) Given the reactants [N:1]([CH:4]1[CH2:13][CH2:12][C:11]2[CH:10]=[C:9]([C:14]#[N:15])[CH:8]=[CH:7][C:6]=2[CH:5]1[OH:16])=[N+:2]=[N-:3].Cl.[NH2:18][OH:19].C(=O)(O)[O-].[Na+].CCOC(C)=O, predict the reaction product. The product is: [N:1]([CH:4]1[CH2:13][CH2:12][C:11]2[CH:10]=[C:9]([C:14](=[N:18][OH:19])[NH2:15])[CH:8]=[CH:7][C:6]=2[CH:5]1[OH:16])=[N+:2]=[N-:3]. (3) Given the reactants [Br:1][C:2]1[C:7]([NH:8][S:9]([C:12]2[CH:17]=[CH:16][C:15]([Cl:18])=[C:14]([CH2:19][CH3:20])[CH:13]=2)(=[O:11])=[O:10])=[CH:6][C:5]([Cl:21])=[CH:4][N:3]=1.C(=O)([O-])[O-].[K+].[K+].[CH3:28][O:29][CH2:30]Cl, predict the reaction product. The product is: [Br:1][C:2]1[C:7]([N:8]([CH2:28][O:29][CH3:30])[S:9]([C:12]2[CH:17]=[CH:16][C:15]([Cl:18])=[C:14]([CH2:19][CH3:20])[CH:13]=2)(=[O:11])=[O:10])=[CH:6][C:5]([Cl:21])=[CH:4][N:3]=1.